Dataset: Full USPTO retrosynthesis dataset with 1.9M reactions from patents (1976-2016). Task: Predict the reactants needed to synthesize the given product. (1) Given the product [CH3:26][N:27]1[C:31]([C:2]2[N:3]=[C:4]([O:9][C:10]3[N:14]([CH3:15])[N:13]=[C:12]([C:16]([F:19])([F:18])[F:17])[CH:11]=3)[C:5]([CH3:8])=[CH:6][N:7]=2)=[CH:30][C:29]([C:35]([F:38])([F:37])[F:36])=[N:28]1, predict the reactants needed to synthesize it. The reactants are: I[C:2]1[N:7]=[CH:6][C:5]([CH3:8])=[C:4]([O:9][C:10]2[N:14]([CH3:15])[N:13]=[C:12]([C:16]([F:19])([F:18])[F:17])[CH:11]=2)[N:3]=1.C(=O)([O-])[O-].[K+].[K+].[CH3:26][N:27]1[C:31](B(O)O)=[CH:30][C:29]([C:35]([F:38])([F:37])[F:36])=[N:28]1. (2) Given the product [CH3:1][O:2][C:3](=[O:27])[CH2:4][CH2:5][CH2:6][CH2:7][CH2:8][O:9][C:10]1[CH:11]=[CH:12][C:13]2[N:17]=[C:16]([Cl:35])[N:15]([C:19]3[CH:24]=[CH:23][C:22]([CH3:25])=[CH:21][CH:20]=3)[C:14]=2[CH:26]=1, predict the reactants needed to synthesize it. The reactants are: [CH3:1][O:2][C:3](=[O:27])[CH2:4][CH2:5][CH2:6][CH2:7][CH2:8][O:9][C:10]1[CH:11]=[CH:12][C:13]2[NH:17][C:16](=O)[N:15]([C:19]3[CH:24]=[CH:23][C:22]([CH3:25])=[CH:21][CH:20]=3)[C:14]=2[CH:26]=1.C(=O)(O)[O-].[Na+].P(Cl)(Cl)([Cl:35])=O. (3) Given the product [C:12]([C:14]1[CH:19]=[CH:18][C:17]([C:20]2[CH:25]=[N:2][N:1]([C:3]3[CH:11]=[CH:10][C:6]([C:7]([OH:9])=[O:8])=[CH:5][N:4]=3)[C:21]=2[OH:22])=[C:16]([CH3:29])[C:15]=1[F:30])#[N:13], predict the reactants needed to synthesize it. The reactants are: [NH:1]([C:3]1[CH:11]=[CH:10][C:6]([C:7]([OH:9])=[O:8])=[CH:5][N:4]=1)[NH2:2].[C:12]([C:14]1[CH:19]=[CH:18][C:17]([C:20](=[CH:25]N(C)C)[C:21](OC)=[O:22])=[C:16]([CH3:29])[C:15]=1[F:30])#[N:13].Cl.C(N(C(C)C)C(C)C)C. (4) Given the product [CH3:36][O:35][C:33]1[CH:32]=[C:30]([NH:31][CH:2]([C:20]2[CH:25]=[CH:24][CH:23]=[CH:22][CH:21]=2)[C:3]([C:5]2[C:13]3[C:8](=[CH:9][CH:10]=[CH:11][CH:12]=3)[N:7]([CH2:14][CH2:15][O:16][CH2:17][O:18][CH3:19])[CH:6]=2)=[O:4])[CH:29]=[C:28]([O:27][CH3:26])[CH:34]=1, predict the reactants needed to synthesize it. The reactants are: Cl[CH:2]([C:20]1[CH:25]=[CH:24][CH:23]=[CH:22][CH:21]=1)[C:3]([C:5]1[C:13]2[C:8](=[CH:9][CH:10]=[CH:11][CH:12]=2)[N:7]([CH2:14][CH2:15][O:16][CH2:17][O:18][CH3:19])[CH:6]=1)=[O:4].[CH3:26][O:27][C:28]1[CH:29]=[C:30]([CH:32]=[C:33]([O:35][CH3:36])[CH:34]=1)[NH2:31]. (5) Given the product [C:27](#[N:29])[CH3:28].[CH3:49][CH2:48][N:50]([CH2:53][CH3:54])[CH2:51][CH3:52], predict the reactants needed to synthesize it. The reactants are: C(C1C=C(OC)C=C(C2C(O)=C(C(C)(C)C)C=C(OC)C=2)C=1O)(C)(C)C.[CH2:27]([N:29](CC)CC)[CH3:28].C1(O)C(C2C(O)=CC=CC=2)=CC=CC=1.[CH2:48]([N:50]([CH2:53][CH3:54])[CH2:51][CH3:52])[CH3:49].P(Cl)([O-])[O-]. (6) Given the product [CH2:16]([O:23][C:24]1[C:33](=[O:34])[C:32]2[C:27](=[CH:28][C:29]([CH2:1][CH2:2][CH2:3][CH2:4][CH2:5][CH3:6])=[CH:30][CH:31]=2)[O:26][C:25]=1[C:36]1[CH:41]=[C:40]([O:42][CH3:43])[C:39]([O:44][CH3:45])=[C:38]([O:46][CH3:47])[CH:37]=1)[C:17]1[CH:22]=[CH:21][CH:20]=[CH:19][CH:18]=1, predict the reactants needed to synthesize it. The reactants are: [CH2:1]=[CH:2][CH2:3][CH2:4][CH2:5][CH3:6].B1C2CCCC1CCC2.[CH2:16]([O:23][C:24]1[C:33](=[O:34])[C:32]2[C:27](=[CH:28][C:29](I)=[CH:30][CH:31]=2)[O:26][C:25]=1[C:36]1[CH:41]=[C:40]([O:42][CH3:43])[C:39]([O:44][CH3:45])=[C:38]([O:46][CH3:47])[CH:37]=1)[C:17]1[CH:22]=[CH:21][CH:20]=[CH:19][CH:18]=1.C(Cl)Cl. (7) Given the product [OH:27][CH:17]([CH2:16][NH:15][C:2]1[C:11]2[C:6](=[CH:7][CH:8]=[CH:9][CH:10]=2)[N:5]=[CH:4][C:3]=1[N+:12]([O-:14])=[O:13])[CH2:18][NH:19][C:20](=[O:26])[O:21][C:22]([CH3:24])([CH3:25])[CH3:23], predict the reactants needed to synthesize it. The reactants are: Cl[C:2]1[C:11]2[C:6](=[CH:7][CH:8]=[CH:9][CH:10]=2)[N:5]=[CH:4][C:3]=1[N+:12]([O-:14])=[O:13].[NH2:15][CH2:16][CH:17]([OH:27])[CH2:18][NH:19][C:20](=[O:26])[O:21][C:22]([CH3:25])([CH3:24])[CH3:23].C(N(CC)CC)C. (8) Given the product [C:1]([C:4]1[C:22](=[O:23])[C@@:8]2([CH3:24])[C:9]3[C:15]([OH:16])=[CH:14][C:13]([O:17][CH3:18])=[C:12]([C:19]([NH:21][CH2:36][C:28]4[CH:27]=[CH:32][CH:31]=[CH:30][C:29]=4[O:33][CH3:34])=[O:20])[C:10]=3[O:11][C:7]2=[CH:6][C:5]=1[OH:25])(=[O:3])[CH3:2], predict the reactants needed to synthesize it. The reactants are: [C:1]([C:4]1[C:22](=[O:23])[C@@:8]2([CH3:24])[C:9]3[C:15]([OH:16])=[CH:14][C:13]([O:17][CH3:18])=[C:12]([C:19]([NH2:21])=[O:20])[C:10]=3[O:11][C:7]2=[CH:6][C:5]=1[OH:25])(=[O:3])[CH3:2].C(=O)[C:27]1[CH:32]=[CH:31][CH:30]=[C:29]([O:33][CH3:34])[CH:28]=1.[CH2:36]([SiH](CC)CC)C.FC(F)(F)C(O)=O. (9) Given the product [C:15]1([S:21]([N:9]2[C:10]3[C:2]([F:1])=[CH:3][CH:4]=[C:5]([CH:11]=[O:12])[C:6]=3[CH:7]=[N:8]2)(=[O:23])=[O:22])[CH:20]=[CH:19][CH:18]=[CH:17][CH:16]=1, predict the reactants needed to synthesize it. The reactants are: [F:1][C:2]1[C:10]2[NH:9][N:8]=[CH:7][C:6]=2[C:5]([CH:11]=[O:12])=[CH:4][CH:3]=1.[H-].[Na+].[C:15]1([S:21](Cl)(=[O:23])=[O:22])[CH:20]=[CH:19][CH:18]=[CH:17][CH:16]=1.